This data is from Full USPTO retrosynthesis dataset with 1.9M reactions from patents (1976-2016). The task is: Predict the reactants needed to synthesize the given product. (1) Given the product [NH:1]1[C:2]2[C:7](=[CH:6][CH:5]=[CH:4][CH:3]=2)[CH2:14][CH:9]=[CH:10]1, predict the reactants needed to synthesize it. The reactants are: [NH2:1][C:2]1[CH:7]=[CH:6][CH:5]=[CH:4][CH:3]=1.I[C:9]1[CH:14]=CC=C[CH:10]=1.[I-].[K+].C(=O)([O-])[O-].[K+].[K+].C(OCCCC)CCC. (2) Given the product [CH3:15][N:16]([CH3:17])[CH2:18][C:19]([N:11]1[C:12]2[C:7](=[CH:6][CH:5]=[C:4]([N+:1]([O-:3])=[O:2])[CH:13]=2)[CH2:8][CH2:9][CH2:10]1)=[O:20], predict the reactants needed to synthesize it. The reactants are: [N+:1]([C:4]1[CH:13]=[C:12]2[C:7]([CH2:8][CH2:9][CH2:10][NH:11]2)=[CH:6][CH:5]=1)([O-:3])=[O:2].Cl.[CH3:15][N:16]([CH2:18][C:19](Cl)=[O:20])[CH3:17].